This data is from NCI-60 drug combinations with 297,098 pairs across 59 cell lines. The task is: Regression. Given two drug SMILES strings and cell line genomic features, predict the synergy score measuring deviation from expected non-interaction effect. (1) Drug 1: CC1C(C(CC(O1)OC2CC(CC3=C2C(=C4C(=C3O)C(=O)C5=C(C4=O)C(=CC=C5)OC)O)(C(=O)CO)O)N)O.Cl. Drug 2: C1CN(CCN1C(=O)CCBr)C(=O)CCBr. Cell line: BT-549. Synergy scores: CSS=24.8, Synergy_ZIP=-1.93, Synergy_Bliss=-0.400, Synergy_Loewe=3.28, Synergy_HSA=2.51. (2) Drug 1: C1=NC2=C(N=C(N=C2N1C3C(C(C(O3)CO)O)F)Cl)N. Drug 2: C1CNP(=O)(OC1)N(CCCl)CCCl. Cell line: RPMI-8226. Synergy scores: CSS=-8.17, Synergy_ZIP=0.836, Synergy_Bliss=-6.56, Synergy_Loewe=-9.96, Synergy_HSA=-10.0. (3) Drug 1: CCCS(=O)(=O)NC1=C(C(=C(C=C1)F)C(=O)C2=CNC3=C2C=C(C=N3)C4=CC=C(C=C4)Cl)F. Drug 2: C#CCC(CC1=CN=C2C(=N1)C(=NC(=N2)N)N)C3=CC=C(C=C3)C(=O)NC(CCC(=O)O)C(=O)O. Cell line: OVCAR-8. Synergy scores: CSS=-5.03, Synergy_ZIP=1.16, Synergy_Bliss=-5.89, Synergy_Loewe=-7.52, Synergy_HSA=-8.15.